Dataset: Full USPTO retrosynthesis dataset with 1.9M reactions from patents (1976-2016). Task: Predict the reactants needed to synthesize the given product. (1) Given the product [ClH:7].[Cl:7][C:8]1[CH:9]=[CH:10][C:11]([O:34][CH2:35][CH:36]([CH3:38])[CH3:37])=[C:12]([CH2:14][N:15]2[C:19]([CH3:20])=[CH:18][C:17]([C:21]3[NH:25][C:24]4[CH:26]=[CH:27][C:28]([CH2:30][OH:31])=[CH:29][C:23]=4[N:22]=3)=[N:16]2)[CH:13]=1, predict the reactants needed to synthesize it. The reactants are: [H-].[Al+3].[Li+].[H-].[H-].[H-].[Cl:7][C:8]1[CH:9]=[CH:10][C:11]([O:34][CH2:35][CH:36]([CH3:38])[CH3:37])=[C:12]([CH2:14][N:15]2[C:19]([CH3:20])=[CH:18][C:17]([C:21]3[NH:25][C:24]4[CH:26]=[CH:27][C:28]([C:30](OC)=[O:31])=[CH:29][C:23]=4[N:22]=3)=[N:16]2)[CH:13]=1.Cl. (2) Given the product [F:1][C:2]1[CH:10]=[CH:9][CH:8]=[C:7]([CH3:11])[C:3]=1[C:4]([NH:16][C:17]1[CH:22]=[CH:21][CH:20]=[CH:19][CH:18]=1)=[O:6], predict the reactants needed to synthesize it. The reactants are: [F:1][C:2]1[CH:10]=[CH:9][CH:8]=[C:7]([CH3:11])[C:3]=1[C:4]([OH:6])=O.O=S(Cl)Cl.[NH2:16][C:17]1[CH:22]=[CH:21][CH:20]=[CH:19][CH:18]=1.CCN(CC)CC. (3) Given the product [Cl:1][C:2]1[C:7]([C:8]2[C:17](=[O:18])[N:16]([CH2:35][CH:34]([F:37])[F:33])[C:11]3=[N:12][CH:13]=[CH:14][N:15]=[C:10]3[C:9]=2[O:19][C:20](=[O:25])[C:21]([CH3:22])([CH3:23])[CH3:24])=[CH:6][CH:5]=[C:4]([Cl:26])[N:3]=1, predict the reactants needed to synthesize it. The reactants are: [Cl:1][C:2]1[C:7]([C:8]2[C:17](=[O:18])[NH:16][C:11]3=[N:12][CH:13]=[CH:14][N:15]=[C:10]3[C:9]=2[O:19][C:20](=[O:25])[C:21]([CH3:24])([CH3:23])[CH3:22])=[CH:6][CH:5]=[C:4]([Cl:26])[N:3]=1.C(=O)([O-])[O-].[K+].[K+].[F:33][CH:34]([F:37])[CH2:35]Br. (4) Given the product [F:26][C:27]1[CH:28]=[C:29]([CH2:34][C:35]([NH:16][C@@H:12]([CH:13]([CH3:15])[CH3:14])[C:11]([NH:10][CH:7]2[C:6]3[CH:18]=[CH:19][CH:20]=[CH:21][C:5]=3[C:4](=[O:22])[N:3]([CH:23]([CH3:25])[CH3:24])[N:2]([CH3:1])[C:8]2=[O:9])=[O:17])=[O:36])[CH:30]=[C:31]([F:33])[CH:32]=1, predict the reactants needed to synthesize it. The reactants are: [CH3:1][N:2]1[C:8](=[O:9])[CH:7]([NH:10][C:11](=[O:17])[C@@H:12]([NH2:16])[CH:13]([CH3:15])[CH3:14])[C:6]2[CH:18]=[CH:19][CH:20]=[CH:21][C:5]=2[C:4](=[O:22])[N:3]1[CH:23]([CH3:25])[CH3:24].[F:26][C:27]1[CH:28]=[C:29]([CH2:34][C:35](O)=[O:36])[CH:30]=[C:31]([F:33])[CH:32]=1.CN(C)CCCN=C=NCC. (5) Given the product [CH3:37][S:38]([O:18][CH2:17][CH2:16][C@H:9]1[O:8][C@H:7]([C:19]2[CH:24]=[CH:23][CH:22]=[C:21]([O:25][CH3:26])[C:20]=2[O:27][CH3:28])[C:6]2[CH:29]=[C:2]([Cl:1])[CH:3]=[CH:4][C:5]=2[N:11]2[C:12]([CH3:15])=[N:13][N:14]=[C:10]12)(=[O:40])=[O:39], predict the reactants needed to synthesize it. The reactants are: [Cl:1][C:2]1[CH:3]=[CH:4][C:5]2[N:11]3[C:12]([CH3:15])=[N:13][N:14]=[C:10]3[C@@H:9]([CH2:16][CH2:17][OH:18])[O:8][C@H:7]([C:19]3[CH:24]=[CH:23][CH:22]=[C:21]([O:25][CH3:26])[C:20]=3[O:27][CH3:28])[C:6]=2[CH:29]=1.C(N(CC)CC)C.[CH3:37][S:38](Cl)(=[O:40])=[O:39].C(=O)(O)[O-].[Na+]. (6) The reactants are: [CH2:1]([C:3]1[CH:12]=[C:11]([CH3:13])[CH:10]=[CH:9][C:4]=1[C:5](OC)=[O:6])[CH3:2].[H-].[H-].[H-].[H-].[Li+].[Al+3].O.[OH-].[Na+]. Given the product [CH2:1]([C:3]1[CH:12]=[C:11]([CH3:13])[CH:10]=[CH:9][C:4]=1[CH2:5][OH:6])[CH3:2], predict the reactants needed to synthesize it.